Predict the product of the given reaction. From a dataset of Forward reaction prediction with 1.9M reactions from USPTO patents (1976-2016). Given the reactants [C:1]12([NH2:11])[CH2:10][CH:5]3[CH2:6][CH:7]([CH2:9][CH:3]([CH2:4]3)[CH2:2]1)[CH2:8]2.[C:12]([C:16]1[CH:21]=[CH:20][C:19]([C:22]2[S:26][C:25]([CH:27]=O)=[CH:24][CH:23]=2)=[CH:18][CH:17]=1)([CH3:15])([CH3:14])[CH3:13].CS(O)(=O)=O, predict the reaction product. The product is: [C:12]([C:16]1[CH:21]=[CH:20][C:19]([C:22]2[S:26][C:25]([CH2:27][NH:11][C:1]34[CH2:8][CH:7]5[CH2:6][CH:5]([CH2:4][CH:3]([CH2:9]5)[CH2:2]3)[CH2:10]4)=[CH:24][CH:23]=2)=[CH:18][CH:17]=1)([CH3:15])([CH3:14])[CH3:13].